From a dataset of Catalyst prediction with 721,799 reactions and 888 catalyst types from USPTO. Predict which catalyst facilitates the given reaction. (1) Reactant: [NH2:1][CH2:2][C@H:3]([OH:20])[CH2:4][N:5]1[C:11]2[CH:12]=[CH:13][CH:14]=[CH:15][C:10]=2[CH2:9][CH2:8][C:7]2[CH:16]=[CH:17][CH:18]=[CH:19][C:6]1=2.C(N(CC)CC)C.[F:28][C:29]([F:42])([F:41])[O:30][C:31]1[CH:36]=[CH:35][C:34]([S:37](Cl)(=[O:39])=[O:38])=[CH:33][CH:32]=1.[Na+].[Cl-]. Product: [CH:15]1[C:10]2[CH2:9][CH2:8][C:7]3[CH:16]=[CH:17][CH:18]=[CH:19][C:6]=3[N:5]([CH2:4][C@@H:3]([OH:20])[CH2:2][NH:1][S:37]([C:34]3[CH:33]=[CH:32][C:31]([O:30][C:29]([F:28])([F:41])[F:42])=[CH:36][CH:35]=3)(=[O:39])=[O:38])[C:11]=2[CH:12]=[CH:13][CH:14]=1. The catalyst class is: 3. (2) Reactant: F[C:2]1[CH:7]=[CH:6][C:5]([CH2:8][C:9]([O:11][CH3:12])=[O:10])=[CH:4][C:3]=1[N+:13]([O-:15])=[O:14].C(N(CC)CC)C.[SH:23][CH2:24][C:25]([O:27][CH2:28][CH3:29])=[O:26]. Product: [CH3:12][O:11][C:9](=[O:10])[CH2:8][C:5]1[CH:6]=[CH:7][C:2]([S:23][CH2:24][C:25]([O:27][CH2:28][CH3:29])=[O:26])=[C:3]([N+:13]([O-:15])=[O:14])[CH:4]=1. The catalyst class is: 7. (3) The catalyst class is: 1. Reactant: [C:1]1([C:37]2[CH:42]=[CH:41][CH:40]=[CH:39][CH:38]=2)[CH:6]=[CH:5][C:4]([C:7]2[C:35]([Cl:36])=[CH:34][C:10]3[N:11](COCC[Si](C)(C)C)[C:12]([O:14][CH:15]4[CH2:20][CH2:19][CH:18]([C:21]([O:23]CC)=[O:22])[CH2:17][CH2:16]4)=[N:13][C:9]=3[CH:8]=2)=[CH:3][CH:2]=1.CCCC[N+](CCCC)(CCCC)CCCC.[F-]. Product: [C:1]1([C:37]2[CH:38]=[CH:39][CH:40]=[CH:41][CH:42]=2)[CH:2]=[CH:3][C:4]([C:7]2[C:35]([Cl:36])=[CH:34][C:10]3[NH:11][C:12]([O:14][CH:15]4[CH2:20][CH2:19][CH:18]([C:21]([OH:23])=[O:22])[CH2:17][CH2:16]4)=[N:13][C:9]=3[CH:8]=2)=[CH:5][CH:6]=1. (4) Reactant: [Cl:1][C:2]1[CH:7]=[CH:6][CH:5]=[C:4]([CH3:8])[C:3]=1[C:9]1[NH:13][C:12](=[O:14])[N:11]([C:15]2[CH:24]=[CH:23][C:18]([C:19]([O:21]C)=O)=[C:17]([O:25][CH3:26])[CH:16]=2)[N:10]=1.[F:27][CH:28]([F:36])[C:29]1[CH:30]=[C:31]([CH:33]=[CH:34][CH:35]=1)[NH2:32].C[Al](C)C. Product: [Cl:1][C:2]1[CH:7]=[CH:6][CH:5]=[C:4]([CH3:8])[C:3]=1[C:9]1[NH:13][C:12](=[O:14])[N:11]([C:15]2[CH:24]=[CH:23][C:18]([C:19]([NH:32][C:31]3[CH:33]=[CH:34][CH:35]=[C:29]([CH:28]([F:36])[F:27])[CH:30]=3)=[O:21])=[C:17]([O:25][CH3:26])[CH:16]=2)[N:10]=1. The catalyst class is: 11. (5) Reactant: C([N:8]1[CH2:13][CH2:12][O:11][CH:10]([C:14]([C:25]2[CH:30]=[CH:29][CH:28]=[CH:27][CH:26]=2)([OH:24])[CH2:15][C:16]2[C:21]([F:22])=[CH:20][CH:19]=[CH:18][C:17]=2[Cl:23])[CH2:9]1)C1C=CC=CC=1.C([O-])=O.[NH4+]. Product: [ClH:23].[F:22][C:21]1[CH:20]=[CH:19][CH:18]=[C:17]([Cl:23])[C:16]=1[CH2:15][C:14]([CH:10]1[O:11][CH2:12][CH2:13][NH:8][CH2:9]1)([C:25]1[CH:30]=[CH:29][CH:28]=[CH:27][CH:26]=1)[OH:24]. The catalyst class is: 78. (6) Reactant: [CH2:1]([NH:3][CH3:4])[CH3:2].ClC(Cl)(O[C:9](=[O:15])OC(Cl)(Cl)Cl)Cl.[CH3:17][N:18]1[C:26](=[O:27])[NH:25][C:24]2[C:19]1=[N:20][C:21]([C:28]1[CH:33]=[CH:32][CH:31]=[CH:30][CH:29]=1)=[N:22][CH:23]=2.N12CCN(CC1)CC2. Product: [CH2:1]([N:3]([CH3:4])[C:9]([N:25]1[C:24]2[C:19](=[N:20][C:21]([C:28]3[CH:29]=[CH:30][CH:31]=[CH:32][CH:33]=3)=[N:22][CH:23]=2)[N:18]([CH3:17])[C:26]1=[O:27])=[O:15])[CH3:2]. The catalyst class is: 236. (7) Reactant: [CH2:1]([C@H:3]1[NH:8][CH2:7][C@@H:6]([C:9]([NH:11][C:12]2[CH:17]=[CH:16][CH:15]=[CH:14][CH:13]=2)=[O:10])[O:5][CH2:4]1)[CH3:2].Cl[C:19]1[N:24]=[CH:23][CH:22]=[C:21]([Cl:25])[N:20]=1.CC[N:28](C(C)C)C(C)C. Product: [NH2:28][C:19]1[N:24]=[C:23]([N:8]2[C@H:3]([CH2:1][CH3:2])[CH2:4][O:5][C@H:6]([C:9]([NH:11][C:12]3[CH:17]=[CH:16][CH:15]=[CH:14][CH:13]=3)=[O:10])[CH2:7]2)[CH:22]=[C:21]([Cl:25])[N:20]=1. The catalyst class is: 144.